From a dataset of Forward reaction prediction with 1.9M reactions from USPTO patents (1976-2016). Predict the product of the given reaction. Given the reactants [OH-].[Na+].Cl.[CH3:4][C:5]1[C:10]([CH3:11])=[CH:9][CH:8]=[CH:7][C:6]=1[CH2:12][NH:13][C:14]1[S:15][CH2:16][CH2:17][N:18]=1, predict the reaction product. The product is: [CH3:4][C:5]1[C:10]([CH3:11])=[CH:9][CH:8]=[CH:7][C:6]=1[CH2:12][NH:13][C:14]1[S:15][CH2:16][CH2:17][N:18]=1.